This data is from Full USPTO retrosynthesis dataset with 1.9M reactions from patents (1976-2016). The task is: Predict the reactants needed to synthesize the given product. (1) Given the product [F:8][C:7]1[CH:6]=[CH:5][C:4]([S:9][CH2:11][CH2:12][C:13]([F:16])([F:15])[F:14])=[CH:3][C:2]=1[F:1], predict the reactants needed to synthesize it. The reactants are: [F:1][C:2]1[CH:3]=[C:4]([SH:9])[CH:5]=[CH:6][C:7]=1[F:8].I[CH2:11][CH2:12][C:13]([F:16])([F:15])[F:14].C(=O)([O-])[O-].[K+].[K+]. (2) The reactants are: CI.[CH2:3]([C:6]1[C:15]([OH:16])=[CH:14][CH:13]=[C:12]2[C:7]=1[CH2:8][CH2:9][C:10]([CH3:19])([CH3:18])[C:11]2=[O:17])[CH:4]=[CH2:5].[C:20](=O)([O-])[O-].[K+].[K+].CN(C)C=O. Given the product [CH2:3]([C:6]1[C:15]([O:16][CH3:20])=[CH:14][CH:13]=[C:12]2[C:7]=1[CH2:8][CH2:9][C:10]([CH3:19])([CH3:18])[C:11]2=[O:17])[CH:4]=[CH2:5], predict the reactants needed to synthesize it. (3) Given the product [NH2:33][C:21]1[CH:20]=[C:19]([C:11]2[S:12][C:13]([C:14]3[NH:18][N:17]=[N:16][CH:15]=3)=[C:9]([C:3]3[CH:4]=[CH:5][C:6]([Cl:8])=[CH:7][C:2]=3[Cl:1])[C:10]=2[C:26]#[N:27])[CH:24]=[CH:23][N:22]=1, predict the reactants needed to synthesize it. The reactants are: [Cl:1][C:2]1[CH:7]=[C:6]([Cl:8])[CH:5]=[CH:4][C:3]=1[C:9]1[C:10]([C:26]#[N:27])=[C:11]([C:19]2[CH:24]=[CH:23][N:22]=[C:21](F)[CH:20]=2)[S:12][C:13]=1[C:14]1[NH:18][N:17]=[N:16][CH:15]=1.COC1C=C(OC)C=CC=1C[NH2:33].CCN(C(C)C)C(C)C.C(O)CCC.C(Cl)Cl.C(O)(C(F)(F)F)=O.